Dataset: Forward reaction prediction with 1.9M reactions from USPTO patents (1976-2016). Task: Predict the product of the given reaction. (1) Given the reactants [N+]([C:4]1[C:5]([N+:11]([O-])=O)=[C:6]([CH3:10])[CH:7]=[CH:8][CH:9]=1)([O-])=O.CO[CH:16](OC)[N:17](C)C.N1CCCC1, predict the reaction product. The product is: [NH:17]1[C:7]2[C:6](=[C:5]([NH2:11])[CH:4]=[CH:9][CH:8]=2)[CH:10]=[CH:16]1. (2) Given the reactants C[O:2][C:3](=[O:22])[CH2:4][CH2:5][C:6]1[CH:11]=[CH:10][C:9]([O:12][C:13]2[CH:18]=[C:17]([F:19])[CH:16]=[C:15](Br)[CH:14]=2)=[CH:8][C:7]=1[CH3:21].[CH2:23]([C:25]1[CH:30]=[CH:29][C:28]([OH:31])=[C:27]([C:32]([CH3:40])([C:34]2[CH:39]=[CH:38][CH:37]=[CH:36][CH:35]=2)[CH3:33])[CH:26]=1)[CH3:24], predict the reaction product. The product is: [CH2:23]([C:25]1[CH:30]=[CH:29][C:28]([O:31][C:15]2[CH:14]=[C:13]([CH:18]=[C:17]([F:19])[CH:16]=2)[O:12][C:9]2[CH:10]=[CH:11][C:6]([CH2:5][CH2:4][C:3]([OH:2])=[O:22])=[C:7]([CH3:21])[CH:8]=2)=[C:27]([C:32]([CH3:33])([C:34]2[CH:39]=[CH:38][CH:37]=[CH:36][CH:35]=2)[CH3:40])[CH:26]=1)[CH3:24]. (3) Given the reactants [CH2:1]([O:8][C:9]1[CH:15]=[C:14]([N:16]2[CH:20]=[C:19]([CH3:21])[N:18]=[C:17]2[C:22]2[CH:27]=[CH:26][N:25]=[CH:24][C:23]=2[CH3:28])[C:12]([NH2:13])=[C:11]([O:29][CH3:30])[CH:10]=1)[C:2]1[CH:7]=[CH:6][CH:5]=[CH:4][CH:3]=1.[N:31]([O-])=O.[Na+].CO, predict the reaction product. The product is: [CH2:1]([O:8][C:9]1[CH:10]=[C:11]([O:29][CH3:30])[C:12]2[N:13]=[N:31][C:20]3=[C:19]([CH3:21])[N:18]=[C:17]([C:22]4[CH:27]=[CH:26][N:25]=[CH:24][C:23]=4[CH3:28])[N:16]3[C:14]=2[CH:15]=1)[C:2]1[CH:7]=[CH:6][CH:5]=[CH:4][CH:3]=1. (4) Given the reactants [H-].[H-].[H-].[H-].[Li+].[Al+3].[CH3:7][C:8]1([CH3:25])[C:12]([CH3:14])([CH3:13])[O:11][B:10]([C:15]2[CH:16]=[C:17]([CH:22]=[CH:23][CH:24]=2)[C:18](OC)=[O:19])[O:9]1.O, predict the reaction product. The product is: [CH3:13][C:12]1([CH3:14])[C:8]([CH3:7])([CH3:25])[O:9][B:10]([C:15]2[CH:16]=[C:17]([CH2:18][OH:19])[CH:22]=[CH:23][CH:24]=2)[O:11]1.